This data is from Full USPTO retrosynthesis dataset with 1.9M reactions from patents (1976-2016). The task is: Predict the reactants needed to synthesize the given product. (1) Given the product [NH2:16][C:13]1[N:14]([C:22]([O:21][C:18]([CH3:20])([CH3:19])[CH3:17])=[O:23])[N:15]=[C:11]([CH2:10][CH2:9][C:5]2[CH:6]=[CH:7][CH:8]=[C:3]([O:2][CH3:1])[CH:4]=2)[CH:12]=1, predict the reactants needed to synthesize it. The reactants are: [CH3:1][O:2][C:3]1[CH:4]=[C:5]([CH2:9][CH2:10][C:11]2[CH:12]=[C:13]([NH2:16])[NH:14][N:15]=2)[CH:6]=[CH:7][CH:8]=1.[CH3:17][C:18]([O:21][C:22](O[C:22]([O:21][C:18]([CH3:20])([CH3:19])[CH3:17])=[O:23])=[O:23])([CH3:20])[CH3:19]. (2) The reactants are: Br[CH2:2][C:3]#[N:4].C(N(CC)C(C)C)(C)C.[N:14]([CH2:17][CH:18]([S:32][S:33][CH3:34])[CH2:19][C@H:20]([NH:24][C:25]([O:27][C:28]([CH3:31])([CH3:30])[CH3:29])=[O:26])[C:21]([OH:23])=[O:22])=[N+:15]=[N-:16]. Given the product [C:3]([CH2:2][O:23][C:21](=[O:22])[C@@H:20]([NH:24][C:25]([O:27][C:28]([CH3:30])([CH3:29])[CH3:31])=[O:26])[CH2:19][CH:18]([S:32][S:33][CH3:34])[CH2:17][N:14]=[N+:15]=[N-:16])#[N:4], predict the reactants needed to synthesize it.